This data is from Forward reaction prediction with 1.9M reactions from USPTO patents (1976-2016). The task is: Predict the product of the given reaction. (1) Given the reactants [C:1]([O:20][C:21]([C:34]1[CH:39]=[CH:38][CH:37]=[CH:36][CH:35]=1)([C:28]1[CH:33]=[CH:32][CH:31]=[CH:30][CH:29]=1)[C:22]1[CH:27]=[CH:26][CH:25]=[CH:24][CH:23]=1)(C1C=CC=CC=1)(C1C=CC=CC=1)C1C=CC=CC=1.[H-].[Na+].Br[CH2:43][CH2:44][CH2:45][CH2:46][CH2:47][CH2:48][CH2:49][CH2:50][CH2:51][CH3:52].[OH2:53].[CH2:54]([O:56][CH2:57][CH3:58])[CH3:55], predict the reaction product. The product is: [CH2:54]([O:56][CH2:57][CH:58]([O:53][CH2:24][CH2:23][CH2:22][CH2:21][CH2:28][CH2:29][CH2:30][CH2:31][CH2:32][CH3:33])[CH2:1][O:20][C:21]([C:28]1[CH:33]=[CH:32][CH:31]=[CH:30][CH:29]=1)([C:34]1[CH:35]=[CH:36][CH:37]=[CH:38][CH:39]=1)[C:22]1[CH:23]=[CH:24][CH:25]=[CH:26][CH:27]=1)[CH2:55][CH2:43][CH2:44][CH2:45][CH2:46][CH2:47][CH2:48][CH2:49][CH2:50][CH2:51][CH3:52]. (2) Given the reactants [Br:1][C:2]1[CH:7]=[CH:6][C:5](I)=[CH:4][C:3]=1[O:9][CH3:10].[NH2:11][C:12]1[CH:16]=[CH:15][NH:14][N:13]=1.C(=NO)C1C(=CC=CC=1)O.C([O-])([O-])=O.[Cs+].[Cs+], predict the reaction product. The product is: [Br:1][C:2]1[CH:7]=[CH:6][C:5]([N:14]2[CH:15]=[CH:16][C:12]([NH2:11])=[N:13]2)=[CH:4][C:3]=1[O:9][CH3:10]. (3) Given the reactants [Cl:1][C:2]1[CH:7]=[C:6]([F:8])[CH:5]=[CH:4][C:3]=1[C:9]([N:11]1[CH2:16][CH2:15][NH:14][C:13](=[O:17])[CH2:12]1)=[O:10].F[B-](F)(F)F.[CH2:23]([O+](CC)CC)[CH3:24].O.C(=O)([O-])O.[Na+], predict the reaction product. The product is: [Cl:1][C:2]1[CH:7]=[C:6]([F:8])[CH:5]=[CH:4][C:3]=1[C:9]([N:11]1[CH2:12][C:13]([O:17][CH2:23][CH3:24])=[N:14][CH2:15][CH2:16]1)=[O:10]. (4) Given the reactants [CH2:1]([NH:3][CH2:4][CH3:5])[CH3:2].Cl[CH2:7][C:8]([OH:10])=[O:9], predict the reaction product. The product is: [CH2:1]([N:3]([CH2:7][C:8]([OH:10])=[O:9])[CH2:4][CH3:5])[CH3:2]. (5) Given the reactants FC1C=C(C2N=C(SC)N=C(N3CCOC[C@@H]3C)C=2)C=NC=1.Cl[C:24]1[N:29]=[C:28]([N:30]2[CH2:35][CH2:34][O:33][CH2:32][C@@H:31]2[CH3:36])[CH:27]=[C:26]([C:37]2[CH:42]=[C:41]([F:43])[CH:40]=[CH:39][C:38]=2[S:44]([CH3:47])(=[O:46])=[O:45])[N:25]=1.[F:48][C:49]1[CH:50]=[C:51]([NH:64][C:65]([NH:67][CH2:68][CH2:69][F:70])=[O:66])[CH:52]=[CH:53][C:54]=1B1OC(C)(C)C(C)(C)O1, predict the reaction product. The product is: [F:48][C:49]1[CH:50]=[C:51]([NH:64][C:65]([NH:67][CH2:68][CH2:69][F:70])=[O:66])[CH:52]=[CH:53][C:54]=1[C:24]1[N:25]=[C:26]([C:37]2[CH:42]=[C:41]([F:43])[CH:40]=[CH:39][C:38]=2[S:44]([CH3:47])(=[O:46])=[O:45])[CH:27]=[C:28]([N:30]2[CH2:35][CH2:34][O:33][CH2:32][C@@H:31]2[CH3:36])[N:29]=1. (6) Given the reactants Cl[C:2]1[N:7]=[C:6]([N:8]([CH2:14][C:15]2[C:20]([CH3:21])=[C:19]([O:22][CH3:23])[C:18]([CH3:24])=[CH:17][N:16]=2)[CH2:9][C:10]([O:12][CH3:13])=[O:11])[C:5]([N+:25]([O-:27])=[O:26])=[C:4]([CH3:28])[N:3]=1.[NH3:29], predict the reaction product. The product is: [NH2:29][C:2]1[N:7]=[C:6]([N:8]([CH2:14][C:15]2[C:20]([CH3:21])=[C:19]([O:22][CH3:23])[C:18]([CH3:24])=[CH:17][N:16]=2)[CH2:9][C:10]([O:12][CH3:13])=[O:11])[C:5]([N+:25]([O-:27])=[O:26])=[C:4]([CH3:28])[N:3]=1. (7) Given the reactants Br[C:2]1[CH:7]=[CH:6][C:5]([NH:8][C:9]#[N:10])=[C:4]([CH2:11][CH3:12])[CH:3]=1.[CH3:13][N:14]1[C:18]([C:19]#[N:20])=[CH:17][CH:16]=[C:15]1B(O)O.C(=O)([O-])[O-].[K+].[K+].C(P(C(C)(C)C)C(C)(C)C)(C)(C)C.[Br-], predict the reaction product. The product is: [C:19]([C:18]1[N:14]([CH3:13])[C:15]([C:2]2[CH:7]=[CH:6][C:5]([NH:8][C:9]#[N:10])=[C:4]([CH2:11][CH3:12])[CH:3]=2)=[CH:16][CH:17]=1)#[N:20]. (8) Given the reactants [CH3:1][CH:2]([CH:4]([NH:8][C:9]([CH:11]1[N:15]([C:16]([CH:18]([NH:24][C:25]([CH2:27][NH:28][C:29]([CH:31]([NH:42][C:43]([CH:45]([NH:53][C:54]([CH:56]([NH:64][C:65]([CH:67]([NH:74][C:75]([CH:77]([NH:83][C:84]([CH:86]([NH:91][C:92]([CH:94]([NH:97][C:98]([CH:100]([NH:109][C:110]([CH:112]([NH:115][C:116]([CH3:118])=[O:117])[CH2:113][OH:114])=[O:111])[CH2:101][C:102]2[CH:107]=[CH:106][C:105]([OH:108])=[CH:104][CH:103]=2)=[O:99])[CH2:95][OH:96])=[O:93])[CH2:87][CH2:88][S:89][CH3:90])=[O:85])[CH2:78][CH2:79][C:80]([OH:82])=[O:81])=[O:76])[CH2:68][C:69]2[NH:73][CH:72]=[N:71][CH:70]=2)=[O:66])[CH2:57][C:58]2[CH:63]=[CH:62][CH:61]=[CH:60][CH:59]=2)=[O:55])[CH2:46][CH2:47][CH2:48][NH:49][C:50]([NH2:52])=[NH:51])=[O:44])[CH2:32][C:33]2[C:41]3[C:36](=[CH:37][CH:38]=[CH:39][CH:40]=3)[NH:35][CH:34]=2)=[O:30])=[O:26])[CH2:19][CH2:20][CH2:21][CH2:22][NH2:23])=[O:17])[CH2:14][CH2:13][CH2:12]1)=[O:10])[C:5]([NH2:7])=[O:6])[CH3:3], predict the reaction product. The product is: [CH3:3][CH:2]([C@H:4]([NH:8][C:9]([C@H:11]1[N:15]([C:16]([C@@H:18]([NH:24][C:25]([CH2:27][NH:28][C:29]([C@@H:31]([NH:42][C:43]([C@@H:45]([NH:53][C:54]([C@@H:56]([NH:64][C:65]([CH:67]([NH:74][C:75]([C@@H:77]([NH:83][C:84]([C@@H:86]([NH:91][C:92]([C@@H:94]([NH:97][C:98]([C@@H:100]([NH:109][C:110]([C@@H:112]([NH:115][C:116]([CH3:118])=[O:117])[CH2:113][OH:114])=[O:111])[CH2:101][C:102]2[CH:107]=[CH:106][C:105]([OH:108])=[CH:104][CH:103]=2)=[O:99])[CH2:95][OH:96])=[O:93])[CH2:87][CH2:88][S:89][CH3:90])=[O:85])[CH2:78][CH2:79][C:80]([OH:82])=[O:81])=[O:76])[CH2:68][C:69]2[NH:73][CH:72]=[N:71][CH:70]=2)=[O:66])[CH2:57][C:58]2[CH:63]=[CH:62][CH:61]=[CH:60][CH:59]=2)=[O:55])[CH2:46][CH2:47][CH2:48][NH:49][C:50]([NH2:52])=[NH:51])=[O:44])[CH2:32][C:33]2[C:41]3[C:36](=[CH:37][CH:38]=[CH:39][CH:40]=3)[NH:35][CH:34]=2)=[O:30])=[O:26])[CH2:19][CH2:20][CH2:21][CH2:22][NH2:23])=[O:17])[CH2:14][CH2:13][CH2:12]1)=[O:10])[C:5]([NH2:7])=[O:6])[CH3:1]. (9) Given the reactants CCN(C(C)C)C(C)C.[Cl:10][C:11]1[CH:16]=[CH:15][C:14]([C:17]2([NH:20][C:21]3[N:26]=[C:25]([O:27][CH2:28][C:29]([F:32])([F:31])[F:30])[N:24]=[C:23]([NH:33][C:34]4[CH:42]=[CH:41][C:37]([C:38](O)=[O:39])=[CH:36][CH:35]=4)[N:22]=3)[CH2:19][CH2:18]2)=[CH:13][CH:12]=1.[NH2:43][CH:44]1[CH2:48][CH2:47][CH2:46][CH:45]1[CH2:49][NH:50][C:51](=[O:57])[C:52]([O:54][CH2:55][CH3:56])=[O:53].CN(C(ON1N=NC2C=CC=CC1=2)=[N+](C)C)C.[B-](F)(F)(F)F, predict the reaction product. The product is: [Cl:10][C:11]1[CH:16]=[CH:15][C:14]([C:17]2([NH:20][C:21]3[N:26]=[C:25]([O:27][CH2:28][C:29]([F:30])([F:32])[F:31])[N:24]=[C:23]([NH:33][C:34]4[CH:35]=[CH:36][C:37]([C:38]([NH:43][CH:44]5[CH2:48][CH2:47][CH2:46][CH:45]5[CH2:49][NH:50][C:51](=[O:57])[C:52]([O:54][CH2:55][CH3:56])=[O:53])=[O:39])=[CH:41][CH:42]=4)[N:22]=3)[CH2:19][CH2:18]2)=[CH:13][CH:12]=1. (10) Given the reactants [CH:1]([O:4][C:5](=[O:14])[C:6]1[CH:11]=[C:10]([Cl:12])[C:9](Cl)=[N:8][CH:7]=1)([CH3:3])[CH3:2].[CH2:15]([NH:17][CH3:18])[CH3:16], predict the reaction product. The product is: [CH:1]([O:4][C:5](=[O:14])[C:6]1[CH:11]=[C:10]([Cl:12])[C:9]([N:17]([CH2:15][CH3:16])[CH3:18])=[N:8][CH:7]=1)([CH3:3])[CH3:2].